This data is from Catalyst prediction with 721,799 reactions and 888 catalyst types from USPTO. The task is: Predict which catalyst facilitates the given reaction. (1) Reactant: [CH3:1][O:2][C:3]1[CH:8]=[CH:7][C:6]([C:9]2[N:10]=[C:11]([NH2:14])[S:12][CH:13]=2)=[CH:5][CH:4]=1.C(N(CC)C(C)C)(C)C.[C:24]([C:26]1[CH:31]=[CH:30][C:29]([CH2:32][C:33](O)=[O:34])=[CH:28][CH:27]=1)#[N:25].F[B-](F)(F)F.C(OC(C(=NOC(N(C)C)=[N+](C)C)C#N)=O)C. Product: [C:24]([C:26]1[CH:31]=[CH:30][C:29]([CH2:32][C:33]([NH:14][C:11]2[S:12][CH:13]=[C:9]([C:6]3[CH:5]=[CH:4][C:3]([O:2][CH3:1])=[CH:8][CH:7]=3)[N:10]=2)=[O:34])=[CH:28][CH:27]=1)#[N:25]. The catalyst class is: 42. (2) Reactant: [Br:1][C:2]1[CH:11]=[C:10]2[C:5]([CH:6]=[C:7]([CH3:26])[C:8]([C:19](=[O:25])[C:20]([O:22][CH2:23][CH3:24])=[O:21])=[C:9]2[C:12]2[CH:17]=[CH:16][C:15]([Cl:18])=[CH:14][CH:13]=2)=[CH:4][CH:3]=1.B1(C)OC(C2C=CC=CC=2)(C2C=CC=CC=2)[C@@H]2N1CCC2.[B]1OC2C(=CC=CC=2)O1. Product: [Br:1][C:2]1[CH:11]=[C:10]2[C:5]([CH:6]=[C:7]([CH3:26])[C:8]([CH:19]([OH:25])[C:20]([O:22][CH2:23][CH3:24])=[O:21])=[C:9]2[C:12]2[CH:13]=[CH:14][C:15]([Cl:18])=[CH:16][CH:17]=2)=[CH:4][CH:3]=1. The catalyst class is: 11. (3) Reactant: [Cl:1][C:2]1[N:11]=[CH:10][C:9]2[N:8]([CH2:12][C:13]([OH:15])=O)[CH2:7][C@@H:6]3[CH2:16][O:17][CH2:18][CH2:19][N:5]3[C:4]=2[N:3]=1.CN(C(ON1N=NC2C=CC=NC1=2)=[N+](C)C)C.F[P-](F)(F)(F)(F)F.[CH3:44][O:45][CH2:46][CH2:47][NH2:48].C(N(CC)CC)C. Product: [Cl:1][C:2]1[N:11]=[CH:10][C:9]2[N:8]([CH2:12][C:13]([NH:48][CH2:47][CH2:46][O:45][CH3:44])=[O:15])[CH2:7][C@@H:6]3[CH2:16][O:17][CH2:18][CH2:19][N:5]3[C:4]=2[N:3]=1. The catalyst class is: 3. (4) Reactant: Cl.[F:2][C:3]1[CH:8]=[CH:7][C:6]([C:9](=[O:23])[CH:10]([NH2:22])[CH2:11][C:12]2[CH:17]=[CH:16][C:15]([C:18]([F:21])([F:20])[F:19])=[CH:14][CH:13]=2)=[CH:5][CH:4]=1.[CH2:24]([O:26][C:27]1[CH:36]=[CH:35][C:34]2[C:29](=[CH:30][CH:31]=[CH:32][CH:33]=2)[C:28]=1[C:37](O)=[O:38])[CH3:25].Cl.C(N=C=NCCCN(C)C)C.ON1C2C=CC=CC=2N=N1.C1CCN2C(=NCCC2)CC1.Cl. Product: [CH2:24]([O:26][C:27]1[CH:36]=[CH:35][C:34]2[C:29](=[CH:30][CH:31]=[CH:32][CH:33]=2)[C:28]=1[C:37]([NH:22][CH:10]([CH2:11][C:12]1[CH:17]=[CH:16][C:15]([C:18]([F:21])([F:20])[F:19])=[CH:14][CH:13]=1)[C:9]([C:6]1[CH:5]=[CH:4][C:3]([F:2])=[CH:8][CH:7]=1)=[O:23])=[O:38])[CH3:25]. The catalyst class is: 35. (5) Reactant: [Cl:1][C:2]1[CH:3]=[CH:4][C:5]([C:8](=[O:16])[C:9]2[CH:14]=[CH:13][C:12](F)=[CH:11][CH:10]=2)=[N:6][CH:7]=1.[N-:17]=[N+]=[N-].[Na+].O. Product: [NH2:17][C:12]1[CH:13]=[CH:14][C:9]([CH:8]([C:5]2[CH:4]=[CH:3][C:2]([Cl:1])=[CH:7][N:6]=2)[OH:16])=[CH:10][CH:11]=1. The catalyst class is: 16. (6) Reactant: [C:1]([O:5][C:6]([N:8]1[CH2:13][CH2:12][CH:11]([CH2:14][CH2:15][CH2:16][CH:17]([C:19]2[O:20][C:21]([C:24]([OH:26])=[O:25])=[CH:22][N:23]=2)[OH:18])[CH2:10][CH2:9]1)=[O:7])([CH3:4])([CH3:3])[CH3:2].C(OC(N1CCC(CCCC(O[Si](C(C)(C)C)(C)C)C2OC(C(O)=O)=CN=2)CC1)=O)(C)(C)C.[F-].C([N+](CCCC)(CCCC)CCCC)CCC. Product: [C:1]([O:5][C:6]([N:8]1[CH2:13][CH2:12][CH:11]([CH2:14][CH2:15][CH2:16][C:17]([C:19]2[O:20][C:21]([C:24]([OH:26])=[O:25])=[CH:22][N:23]=2)=[O:18])[CH2:10][CH2:9]1)=[O:7])([CH3:4])([CH3:2])[CH3:3]. The catalyst class is: 1.